This data is from Full USPTO retrosynthesis dataset with 1.9M reactions from patents (1976-2016). The task is: Predict the reactants needed to synthesize the given product. (1) Given the product [CH2:16]([O:23][C:24]([NH:26][C@@H:27]1[CH2:32][CH2:31][N:30]([CH2:33][CH2:34][N:7]2[C:8]3[C:3](=[C:2]([F:1])[CH:11]=[C:10]([F:12])[CH:9]=3)[CH:4]=[CH:5][C:6]2=[O:13])[CH2:29][C@@H:28]1[C:36]([O:38][CH3:39])=[O:37])=[O:25])[C:17]1[CH:18]=[CH:19][CH:20]=[CH:21][CH:22]=1, predict the reactants needed to synthesize it. The reactants are: [F:1][C:2]1[CH:11]=[C:10]([F:12])[CH:9]=[C:8]2[C:3]=1[CH:4]=[CH:5][C:6](=[O:13])[NH:7]2.[H-].[Na+].[CH2:16]([O:23][C:24]([NH:26][C@@H:27]1[CH2:32][CH2:31][N:30]([CH2:33][CH2:34]Cl)[CH2:29][C@@H:28]1[C:36]([O:38][CH3:39])=[O:37])=[O:25])[C:17]1[CH:22]=[CH:21][CH:20]=[CH:19][CH:18]=1.FC1C(F)=C2C(C=CC(=O)N2CCN2CCC(NC(=O)OC(C)(C)C)CC2)=CC=1. (2) Given the product [CH:19](=[N:2]/[NH:1][C:3]([O:5][CH2:6][C:7]1[CH:12]=[CH:11][CH:10]=[CH:9][CH:8]=1)=[O:4])\[CH3:20], predict the reactants needed to synthesize it. The reactants are: [NH:1]([C:3]([O:5][CH2:6][C:7]1[CH:12]=[CH:11][CH:10]=[CH:9][CH:8]=1)=[O:4])[NH2:2].[O-]S([O-])(=O)=O.[Mg+2].[CH3:19][CH:20]=O. (3) Given the product [CH:10]1([CH2:9][N:8]2[C:7]3[CH:6]=[CH:5][C:4]([NH:13][C:14](=[O:16])[CH3:15])=[CH:3][C:2]=3[N:1]=[C:36]2[CH2:35][C:32]2[CH:33]=[CH:34][C:29]([O:28][CH2:26][CH3:27])=[CH:30][CH:31]=2)[CH2:11][CH2:12]1, predict the reactants needed to synthesize it. The reactants are: [NH2:1][C:2]1[CH:3]=[C:4]([NH:13][C:14](=[O:16])[CH3:15])[CH:5]=[CH:6][C:7]=1[NH:8][CH2:9][CH:10]1[CH2:12][CH2:11]1.CCN(C(C)C)C(C)C.[CH2:26]([O:28][C:29]1[CH:34]=[CH:33][C:32]([CH2:35][C:36](O)=O)=[CH:31][CH:30]=1)[CH3:27].CN(C(ON1N=NC2C=CC=NC1=2)=[N+](C)C)C.F[P-](F)(F)(F)(F)F. (4) Given the product [Si:1]([O:8][CH2:9][CH2:10][N:11]1[CH2:17][CH2:16][CH2:15][NH:14][CH2:13][CH2:12]1)([C:4]([CH3:7])([CH3:5])[CH3:6])([CH3:3])[CH3:2], predict the reactants needed to synthesize it. The reactants are: [Si:1]([O:8][CH2:9][CH2:10][N:11]1[CH2:17][CH2:16][CH2:15][N:14](C(OCC2C=CC=CC=2)=O)[CH2:13][CH2:12]1)([C:4]([CH3:7])([CH3:6])[CH3:5])([CH3:3])[CH3:2]. (5) Given the product [CH2:1]([O:8][C:9]([NH:11][C:12]1[S:13][C:14]([C:17]([OH:19])=[O:18])=[CH:15][N:16]=1)=[O:10])[C:2]1[CH:3]=[CH:4][CH:5]=[CH:6][CH:7]=1, predict the reactants needed to synthesize it. The reactants are: [CH2:1]([O:8][C:9]([NH:11][C:12]1[S:13][C:14]([C:17]([O:19]C)=[O:18])=[CH:15][N:16]=1)=[O:10])[C:2]1[CH:7]=[CH:6][CH:5]=[CH:4][CH:3]=1.CO.[OH-].[K+].Cl. (6) The reactants are: [Cl:1][C:2]1[CH:10]=[C:9]([F:11])[C:8]([N+:12]([O-:14])=[O:13])=[CH:7][C:3]=1[C:4](Cl)=[O:5].[CH:15]1([NH2:18])[CH2:17][CH2:16]1.C(N(CC)CC)C. Given the product [Cl:1][C:2]1[CH:10]=[C:9]([F:11])[C:8]([N+:12]([O-:14])=[O:13])=[CH:7][C:3]=1[C:4]([NH:18][CH:15]1[CH2:17][CH2:16]1)=[O:5], predict the reactants needed to synthesize it. (7) Given the product [Br:23][C:10]1[N:5]2[N:4]=[C:3]([CH2:1][CH3:2])[CH:11]=[C:6]2[CH:7]=[CH:8][CH:9]=1, predict the reactants needed to synthesize it. The reactants are: [CH2:1]([C:3]1[CH:11]=[C:6]2[CH:7]=[CH:8][CH:9]=[CH:10][N:5]2[N:4]=1)[CH3:2].C([Li])CCC.CCCCCC.[Br:23]C1C(F)=C(F)C(F)=C(F)C=1F. (8) Given the product [CH3:13][O:12][C:9]1[CH:10]=[C:11]2[C:6](=[CH:7][C:8]=1[O:14][CH2:15][CH2:16][CH2:17][N:18]1[CH2:23][CH2:22][CH2:21][CH2:20][CH2:19]1)[N:5]=[CH:4][N:3]=[C:2]2[O:30][C:31]1[CH:40]=[C:39]2[C:34]([CH:35]=[CH:36][CH:37]=[N:38]2)=[CH:33][CH:32]=1, predict the reactants needed to synthesize it. The reactants are: Cl[C:2]1[C:11]2[C:6](=[CH:7][C:8]([O:14][CH2:15][CH2:16][CH2:17][N:18]3[CH2:23][CH2:22][CH2:21][CH2:20][CH2:19]3)=[C:9]([O:12][CH3:13])[CH:10]=2)[N:5]=[CH:4][N:3]=1.C(=O)([O-])[O-].[K+].[K+].[OH:30][C:31]1[CH:40]=[C:39]2[C:34]([CH:35]=[CH:36][CH:37]=[N:38]2)=[CH:33][CH:32]=1.[OH-].[Na+].